Task: Predict which catalyst facilitates the given reaction.. Dataset: Catalyst prediction with 721,799 reactions and 888 catalyst types from USPTO (1) Reactant: [OH:1][C:2]1[CH:11]=[C:10]2[C:5]([CH2:6][CH2:7][C:8](=[O:12])[NH:9]2)=[CH:4][CH:3]=1.[Br:13][CH2:14][CH:15]1[CH2:20][CH2:19][CH:18]([CH2:21]Br)[CH2:17][CH2:16]1.C([O-])([O-])=O.[K+].[K+]. Product: [Br:13][CH2:14][CH:15]1[CH2:20][CH2:19][CH:18]([CH2:21][O:1][C:2]2[CH:11]=[C:10]3[C:5]([CH2:6][CH2:7][C:8](=[O:12])[NH:9]3)=[CH:4][CH:3]=2)[CH2:17][CH2:16]1. The catalyst class is: 88. (2) Reactant: C(O)C.[N+]([O-])(O)=O.[NH2:8][C:9]1[CH:26]=[CH:25][C:24]([O:27][C:28]([F:31])([F:30])[F:29])=[CH:23][C:10]=1[C:11]([NH:13][CH2:14][C:15]([NH:17][C@@H:18]1[CH2:22][CH2:21][NH:20][CH2:19]1)=[O:16])=[O:12].C(=O)([O-])[O-].[K+].[K+].[CH3:38][C:39]1[CH:44]=[CH:43][C:42]2[C:45]([CH2:48]N(C)C)=[CH:46][NH:47][C:41]=2[CH:40]=1. Product: [NH2:8][C:9]1[CH:26]=[CH:25][C:24]([O:27][C:28]([F:31])([F:29])[F:30])=[CH:23][C:10]=1[C:11]([NH:13][CH2:14][C:15]([NH:17][C@@H:18]1[CH2:22][CH2:21][N:20]([CH2:48][C:45]2[C:42]3[C:41](=[CH:40][C:39]([CH3:38])=[CH:44][CH:43]=3)[NH:47][CH:46]=2)[CH2:19]1)=[O:16])=[O:12]. The catalyst class is: 226. (3) Reactant: [NH2:1][C:2]1[CH:3]=[C:4]([C:23]2[CH:28]=[CH:27][CH:26]=[C:25]([F:29])[CH:24]=2)[CH:5]=[CH:6][C:7]=1[C:8]([NH:10][C@H:11]([C:19]([O:21][CH3:22])=[O:20])[C@@H:12]([CH3:18])[O:13][C:14]([CH3:17])([CH3:16])[CH3:15])=[O:9].[CH:30]1([C:33]2[CH:34]=[C:35]([CH3:43])[C:36]([N:40]=[C:41]=[O:42])=[C:37]([CH3:39])[CH:38]=2)[CH2:32][CH2:31]1.C(N(CC)CC)C.[N-]=C=O. Product: [CH:30]1([C:33]2[CH:34]=[C:35]([CH3:43])[C:36]([NH:40][C:41]([NH:1][C:2]3[CH:3]=[C:4]([C:23]4[CH:28]=[CH:27][CH:26]=[C:25]([F:29])[CH:24]=4)[CH:5]=[CH:6][C:7]=3[C:8]([NH:10][C@H:11]([C:19]([O:21][CH3:22])=[O:20])[C@@H:12]([CH3:18])[O:13][C:14]([CH3:17])([CH3:15])[CH3:16])=[O:9])=[O:42])=[C:37]([CH3:39])[CH:38]=2)[CH2:31][CH2:32]1. The catalyst class is: 3. (4) Reactant: [C:1]1([S:7]([N:10]2[C:14]3[N:15]=[C:16]([C:20]4[CH:25]=[CH:24][CH:23]=[CH:22][CH:21]=4)[N:17]=[C:18]([Cl:19])[C:13]=3[CH:12]=[CH:11]2)(=[O:9])=[O:8])[CH:6]=[CH:5][CH:4]=[CH:3][CH:2]=1.[C:26](=[O:28])=[O:27].CC(C)=O.[Li+:33].CC([N-]C(C)C)C.C1COCC1. Product: [C:1]1([S:7]([N:10]2[C:14]3[N:15]=[C:16]([C:20]4[CH:25]=[CH:24][CH:23]=[CH:22][CH:21]=4)[N:17]=[C:18]([Cl:19])[C:13]=3[CH:12]=[C:11]2[C:26]([O-:28])=[O:27])(=[O:9])=[O:8])[CH:6]=[CH:5][CH:4]=[CH:3][CH:2]=1.[Li+:33]. The catalyst class is: 1.